From a dataset of Catalyst prediction with 721,799 reactions and 888 catalyst types from USPTO. Predict which catalyst facilitates the given reaction. Reactant: [CH3:1][O:2][C:3]1[CH:4]=[C:5]([C@@:11]23[CH2:19][CH2:18][C@@H:17]([NH:20][C:21](=[O:27])OC(C)(C)C)[CH2:16][C@@H:15]2[NH:14][CH2:13][CH2:12]3)[CH:6]=[CH:7][C:8]=1[O:9][CH3:10].C(O[BH-](O[C:38](=O)[CH3:39])OC(=O)C)(=O)C.[Na+].[BH4-].[F:43][C:44]1[CH:45]=[C:46]([N:51]=C=O)[CH:47]=[CH:48][C:49]=1[F:50].[Cl:54][CH2:55]Cl. Product: [ClH:54].[F:43][C:44]1[CH:45]=[C:46]([NH:51][C:21]([NH:20][C@H:17]2[CH2:16][C@H:15]3[C@:11]([C:5]4[CH:6]=[CH:7][C:8]([O:9][CH3:10])=[C:3]([O:2][CH3:1])[CH:4]=4)([CH2:12][CH2:13][N:14]3[CH:38]([CH3:39])[CH3:55])[CH2:19][CH2:18]2)=[O:27])[CH:47]=[CH:48][C:49]=1[F:50]. The catalyst class is: 21.